Task: Predict the product of the given reaction.. Dataset: Forward reaction prediction with 1.9M reactions from USPTO patents (1976-2016) (1) Given the reactants [C:1]([C:3]1([C:16]2[CH:21]=[CH:20][C:19]([CH2:22][OH:23])=[CH:18][CH:17]=2)[CH2:8][CH2:7][N:6]([C:9]([O:11][C:12]([CH3:15])([CH3:14])[CH3:13])=[O:10])[CH2:5][CH2:4]1)#[N:2].C(=O)(O)[O-].[Na+], predict the reaction product. The product is: [C:12]([O:11][C:9]([N:6]1[CH2:7][CH2:8][C:3]([C:1]#[N:2])([C:16]2[CH:17]=[CH:18][C:19]([CH:22]=[O:23])=[CH:20][CH:21]=2)[CH2:4][CH2:5]1)=[O:10])([CH3:15])([CH3:13])[CH3:14]. (2) Given the reactants [Li]CCCC.[Cl:6][C:7]1[CH:12]=[CH:11][C:10](I)=[C:9]([F:14])[CH:8]=1.[F:15][C:16]([F:23])([F:22])[C:17](OCC)=[O:18], predict the reaction product. The product is: [Cl:6][C:7]1[CH:12]=[CH:11][C:10]([C:17](=[O:18])[C:16]([F:23])([F:22])[F:15])=[C:9]([F:14])[CH:8]=1. (3) Given the reactants Cl.Cl.[NH2:3][C@@H:4]1[CH:9]2[CH2:10][CH2:11][N:6]([CH2:7][CH2:8]2)[CH2:5]1.[H-].[Na+].[F:14][C:15]1[CH:20]=[CH:19][C:18]([N:21]2[C:29]3[CH:28]=[CH:27][CH:26]=[C:25]([C:30]([O:32][CH3:33])=[O:31])[C:24]=3[C:23]([CH:34]=O)=[N:22]2)=[CH:17][CH:16]=1.C(O[BH-](OC(=O)C)OC(=O)C)(=O)C.[Na+], predict the reaction product. The product is: [F:14][C:15]1[CH:16]=[CH:17][C:18]([N:21]2[C:29]3[CH:28]=[CH:27][CH:26]=[C:25]([C:30]([O:32][CH3:33])=[O:31])[C:24]=3[C:23]([CH2:34][NH:3][C@@H:4]3[CH:9]4[CH2:10][CH2:11][N:6]([CH2:7][CH2:8]4)[CH2:5]3)=[N:22]2)=[CH:19][CH:20]=1. (4) Given the reactants [CH2:1]([O:8][C:9]([NH:11][C@H:12]1[C@H:16]([O:17][CH3:18])[CH2:15][N:14](C(OC(C)(C)C)=O)[CH2:13]1)=[O:10])[C:2]1[CH:7]=[CH:6][CH:5]=[CH:4][CH:3]=1.Cl, predict the reaction product. The product is: [CH3:18][O:17][C@@H:16]1[CH2:15][NH:14][CH2:13][C@H:12]1[NH:11][C:9](=[O:10])[O:8][CH2:1][C:2]1[CH:7]=[CH:6][CH:5]=[CH:4][CH:3]=1. (5) Given the reactants [Cl:1][C:2]1[CH:11]=[C:6]([C:7]([NH:9][NH2:10])=[O:8])[C:5]([OH:12])=[CH:4][CH:3]=1.[F:13][C:14]([F:28])([F:27])[C:15]1[CH:16]=[C:17]([CH:20]=[C:21]([C:23]([F:26])([F:25])[F:24])[CH:22]=1)[CH:18]=O, predict the reaction product. The product is: [F:13][C:14]([F:27])([F:28])[C:15]1[CH:16]=[C:17]([CH:20]=[C:21]([C:23]([F:26])([F:24])[F:25])[CH:22]=1)[CH:18]=[N:10][NH:9][C:7](=[O:8])[C:6]1[C:5](=[CH:4][CH:3]=[C:2]([Cl:1])[CH:11]=1)[OH:12]. (6) Given the reactants [CH3:1][O:2][C:3]1[CH:4]=[C:5]2[C:10](=[CH:11][CH:12]=1)[C:9](=[O:13])[CH2:8][CH2:7][CH2:6]2.C1C(=O)N([Br:21])C(=O)C1.OS(O)(=O)=O, predict the reaction product. The product is: [Br:21][C:4]1[C:3]([O:2][CH3:1])=[CH:12][CH:11]=[C:10]2[C:5]=1[CH2:6][CH2:7][CH2:8][C:9]2=[O:13].